Dataset: Full USPTO retrosynthesis dataset with 1.9M reactions from patents (1976-2016). Task: Predict the reactants needed to synthesize the given product. (1) Given the product [Br:1][C:2]1[CH:3]=[CH:4][C:5]2[N:19]([CH2:20][C:21]3[CH:26]=[CH:25][C:24]([O:27][CH3:28])=[CH:23][C:22]=3[O:29][CH3:30])[C:44](=[O:45])[C@@H:43]([CH2:37][C:38]([O:40][CH2:41][CH3:42])=[O:39])[O:9][C@H:8]([C:10]3[CH:15]=[CH:14][CH:13]=[C:12]([O:16][CH3:17])[C:11]=3[Cl:18])[C:6]=2[CH:7]=1, predict the reactants needed to synthesize it. The reactants are: [Br:1][C:2]1[CH:3]=[CH:4][C:5]([NH:19][CH2:20][C:21]2[CH:26]=[CH:25][C:24]([O:27][CH3:28])=[CH:23][C:22]=2[O:29][CH3:30])=[C:6]([CH:8]([C:10]2[CH:15]=[CH:14][CH:13]=[C:12]([O:16][CH3:17])[C:11]=2[Cl:18])[OH:9])[CH:7]=1.C(=O)([O-])O.[Na+].Cl/[C:37](=[CH:43]\[C:44]([O-])=[O:45])/[C:38]([O:40][CH2:41][CH3:42])=[O:39]. (2) The reactants are: [NH2:1][S:2]([C:5]1[CH:10]=[CH:9][C:8]([N:11]2[C:15]([CH2:16][C:17]3[CH:22]=[CH:21][CH:20]=[CH:19][CH:18]=3)=[N:14][C:13]([C:23]([O:25]CC)=[O:24])=[N:12]2)=[CH:7][CH:6]=1)(=[O:4])=[O:3].O. Given the product [NH2:1][S:2]([C:5]1[CH:10]=[CH:9][C:8]([N:11]2[C:15]([CH2:16][C:17]3[CH:22]=[CH:21][CH:20]=[CH:19][CH:18]=3)=[N:14][C:13]([C:23]([OH:25])=[O:24])=[N:12]2)=[CH:7][CH:6]=1)(=[O:3])=[O:4], predict the reactants needed to synthesize it. (3) The reactants are: [NH2:1][CH:2]1[CH2:5][N:4]([C:6]([C:8]2[CH:9]=[C:10]([CH:23]=[CH:24][C:25]=2[F:26])[CH2:11][C:12]2[C:21]3[C:16](=[CH:17][CH:18]=[CH:19][CH:20]=3)[C:15](=[O:22])[NH:14][N:13]=2)=[O:7])[CH2:3]1.[C:27]1(=O)[CH2:31][CH2:30][CH2:29][CH2:28]1.C(O[BH-](OC(=O)C)OC(=O)C)(=O)C.[Na+]. Given the product [CH:27]1([NH:1][CH:2]2[CH2:3][N:4]([C:6]([C:8]3[CH:9]=[C:10]([CH:23]=[CH:24][C:25]=3[F:26])[CH2:11][C:12]3[C:21]4[C:16](=[CH:17][CH:18]=[CH:19][CH:20]=4)[C:15](=[O:22])[NH:14][N:13]=3)=[O:7])[CH2:5]2)[CH2:31][CH2:30][CH2:29][CH2:28]1, predict the reactants needed to synthesize it. (4) The reactants are: C[O:2][C:3](=[O:26])[CH2:4][CH2:5][CH2:6][CH2:7][CH2:8][NH:9][C:10](=[O:25])[CH:11]=[C:12]1[C:24]2[CH:23]=[CH:22][CH:21]=[CH:20][C:19]=2[C:18]2[C:13]1=[CH:14][CH:15]=[CH:16][CH:17]=2.CO.[Li+].[OH-].Cl. Given the product [CH:14]1[C:13]2[C:12](=[CH:11][C:10]([NH:9][CH2:8][CH2:7][CH2:6][CH2:5][CH2:4][C:3]([OH:26])=[O:2])=[O:25])[C:24]3[C:19](=[CH:20][CH:21]=[CH:22][CH:23]=3)[C:18]=2[CH:17]=[CH:16][CH:15]=1, predict the reactants needed to synthesize it. (5) Given the product [Cl:17][C:13]1[CH:14]=[CH:15][CH:16]=[C:2]2[C:3]=1[C:4](=[O:5])[N:6]([C:7]1[CH:12]=[CH:11][CH:10]=[CH:9][CH:8]=1)[C:27]([C@@H:26]([NH:25][C:23](=[O:24])[O:22][C:18]([CH3:19])([CH3:21])[CH3:20])[CH2:37][CH3:38])=[N:1]2, predict the reactants needed to synthesize it. The reactants are: [NH2:1][C:2]1[CH:16]=[CH:15][CH:14]=[C:13]([Cl:17])[C:3]=1[C:4]([NH:6][C:7]1[CH:12]=[CH:11][CH:10]=[CH:9][CH:8]=1)=[O:5].[C:18]([O:22][C:23]([NH:25][C@@H:26]([CH2:37][CH3:38])[C:27](ON1C(=O)CCC1=O)=O)=[O:24])([CH3:21])([CH3:20])[CH3:19].CN(C1C=CC=CN=1)C.C(N(C(C)C)CC)(C)C. (6) The reactants are: P12(SP3(SP(SP(S3)(S1)=S)(=S)S2)=S)=[S:2].[F:15][C:16]1[C:17](=O)[NH:18][C:19](=[O:22])[NH:20][CH:21]=1.C(=O)([O-])O.[Na+].C(=O)=O. Given the product [F:15][C:16]1[C:17](=[S:2])[NH:18][C:19](=[O:22])[NH:20][CH:21]=1, predict the reactants needed to synthesize it. (7) Given the product [CH2:1]([N:5]([CH2:17][C:18]([F:19])([F:20])[F:21])[C:6]1[CH:16]=[CH:15][C:9]([CH2:10][OH:11])=[CH:8][CH:7]=1)[CH2:2][CH2:3][CH3:4], predict the reactants needed to synthesize it. The reactants are: [CH2:1]([N:5]([CH2:17][C:18]([F:21])([F:20])[F:19])[C:6]1[CH:16]=[CH:15][C:9]([C:10](OCC)=[O:11])=[CH:8][CH:7]=1)[CH2:2][CH2:3][CH3:4].[H-].[Al+3].[Li+].[H-].[H-].[H-].O1CCCC1.